Dataset: Forward reaction prediction with 1.9M reactions from USPTO patents (1976-2016). Task: Predict the product of the given reaction. (1) Given the reactants B.C1COCC1.[F:7][C:8]([F:17])([F:16])[C:9]1([CH2:12][C:13](O)=[O:14])[CH2:11][CH2:10]1, predict the reaction product. The product is: [F:7][C:8]([F:17])([F:16])[C:9]1([CH2:12][CH2:13][OH:14])[CH2:11][CH2:10]1. (2) The product is: [C:1]([O:5][C:6]([N:8]([CH2:20][C:21]1[CH:22]=[C:23]([O:28][CH3:29])[CH:24]=[CH:25][C:26]=1[CH:32]=[CH:31][C:30]([O:34][CH3:35])=[O:33])[CH2:9][C:10]1[CH:15]=[CH:14][C:13]([C:16]([F:19])([F:18])[F:17])=[CH:12][CH:11]=1)=[O:7])([CH3:4])([CH3:3])[CH3:2]. Given the reactants [C:1]([O:5][C:6]([N:8]([CH2:20][C:21]1[CH:22]=[C:23]([O:28][CH3:29])[CH:24]=[CH:25][C:26]=1Br)[CH2:9][C:10]1[CH:15]=[CH:14][C:13]([C:16]([F:19])([F:18])[F:17])=[CH:12][CH:11]=1)=[O:7])([CH3:4])([CH3:3])[CH3:2].[C:30]([O:34][CH3:35])(=[O:33])[CH:31]=[CH2:32].C1(C)C=CC=CC=1P(C1C=CC=CC=1C)C1C=CC=CC=1C.C(N(C(C)C)CC)(C)C, predict the reaction product. (3) Given the reactants [CH3:1][O:2][C:3]([CH:5]1[CH2:14][C:13]2[N:12]=[C:11]([C:15]([F:18])([F:17])[F:16])[CH:10]=[CH:9][C:8]=2[C:7](=[O:19])[CH2:6]1)=[O:4].BrC(Cl)(Cl)Cl.N12CCCN=C1CCCCC2, predict the reaction product. The product is: [CH3:1][O:2][C:3]([C:5]1[CH:14]=[C:13]2[C:8]([CH:9]=[CH:10][C:11]([C:15]([F:18])([F:16])[F:17])=[N:12]2)=[C:7]([OH:19])[CH:6]=1)=[O:4]. (4) Given the reactants [F:1][CH:2]([F:30])[O:3][C:4]1[CH:5]=[N:6][C:7]([NH:10][C:11]2[CH:16]=[CH:15][C:14]([C@H:17]3[O:22][CH2:21][CH2:20][N:19](C(OC(C)(C)C)=O)[CH2:18]3)=[CH:13][CH:12]=2)=[N:8][CH:9]=1.C(#N)C.O.FC(F)(F)C(O)=O, predict the reaction product. The product is: [F:30][CH:2]([F:1])[O:3][C:4]1[CH:5]=[N:6][C:7]([NH:10][C:11]2[CH:16]=[CH:15][C:14]([C@H:17]3[O:22][CH2:21][CH2:20][NH:19][CH2:18]3)=[CH:13][CH:12]=2)=[N:8][CH:9]=1.